From a dataset of Catalyst prediction with 721,799 reactions and 888 catalyst types from USPTO. Predict which catalyst facilitates the given reaction. (1) Reactant: [Cl:1][C:2]1[C:3]([N:46]([CH3:48])[CH3:47])=[CH:4][C:5]2[O:10][CH:9]([C:11]([N:13]3[CH2:18][CH2:17][C:16]([CH2:27][O:28]C(C4CNC5C=C(Cl)C(N(C)C)=CC=5O4)=O)([CH2:19][C:20]4[CH:25]=[CH:24][C:23]([F:26])=[CH:22][CH:21]=4)[CH2:15][CH2:14]3)=[O:12])[CH2:8][NH:7][C:6]=2[CH:45]=1.O[Li].O. Product: [Cl:1][C:2]1[C:3]([N:46]([CH3:47])[CH3:48])=[CH:4][C:5]2[O:10][CH:9]([C:11]([N:13]3[CH2:14][CH2:15][C:16]([CH2:19][C:20]4[CH:21]=[CH:22][C:23]([F:26])=[CH:24][CH:25]=4)([CH2:27][OH:28])[CH2:17][CH2:18]3)=[O:12])[CH2:8][NH:7][C:6]=2[CH:45]=1. The catalyst class is: 20. (2) Product: [C:13]1([CH3:12])[CH:19]=[C:18]([CH3:20])[CH:17]=[C:16]([CH3:21])[C:14]=1[N:15]=[C:4]1[C:3]2[C:2](=[CH:10][CH:9]=[CH:8][CH:7]=2)[C:1](=[N:15][C:14]2[C:16]([CH3:21])=[CH:17][C:18]([CH3:20])=[CH:19][C:13]=2[CH3:12])[NH:5]1.[Fe+2:22]. Reactant: [C:1]1(=O)[NH:5][C:4](=O)[C:3]2=[CH:7][CH:8]=[CH:9][CH:10]=[C:2]12.[CH3:12][C:13]1[CH:19]=[C:18]([CH3:20])[CH:17]=[C:16]([CH3:21])[C:14]=1[NH2:15].[Fe:22](Cl)Cl. The catalyst class is: 13. (3) Reactant: [Cl:1][C:2]1[N:11]=[CH:10][C:9]2[N:8]([CH:12]3[CH2:17][CH2:16]S[CH2:14][CH2:13]3)[C:7](=[O:18])[C:6]3([CH3:23])[CH2:19][O:20][CH2:21][CH2:22][N:5]3[C:4]=2[N:3]=1.O[O:25][S:26]([O-:28])=O.[K+]. Product: [Cl:1][C:2]1[N:11]=[CH:10][C:9]2[N:8]([CH:12]3[CH2:13][CH2:14][S:26](=[O:28])(=[O:25])[CH2:16][CH2:17]3)[C:7](=[O:18])[C:6]3([CH3:23])[CH2:19][O:20][CH2:21][CH2:22][N:5]3[C:4]=2[N:3]=1. The catalyst class is: 24.